Dataset: Forward reaction prediction with 1.9M reactions from USPTO patents (1976-2016). Task: Predict the product of the given reaction. (1) Given the reactants [Cl:1][C:2]1[CH:3]=[C:4]([CH2:9][C:10]([O:12][CH2:13][CH3:14])=[O:11])[CH:5]=[CH:6][C:7]=1[OH:8].C([O-])([O-])=O.[K+].[K+].Cl[CH2:22][C:23]1[CH:32]=[CH:31][C:30]2[C:25](=[CH:26][CH:27]=[CH:28][CH:29]=2)[N:24]=1, predict the reaction product. The product is: [Cl:1][C:2]1[CH:3]=[C:4]([CH2:9][C:10]([O:12][CH2:13][CH3:14])=[O:11])[CH:5]=[CH:6][C:7]=1[O:8][CH2:22][C:23]1[CH:32]=[CH:31][C:30]2[C:25](=[CH:26][CH:27]=[CH:28][CH:29]=2)[N:24]=1. (2) Given the reactants CS(O[CH2:6][CH:7]([CH2:10][N:11]([CH3:26])[CH2:12][CH2:13][CH2:14][CH2:15][CH2:16][CH2:17][CH2:18][CH2:19][CH2:20][CH2:21][CH2:22][CH2:23][CH2:24][CH3:25])[CH2:8][CH3:9])(=O)=O.[O-:27][S:28]([O-:30])=[O:29].[Na+].[Na+], predict the reaction product. The product is: [CH3:26][NH+:11]([CH2:10][CH:7]([CH2:8][CH3:9])[CH2:6][S:28]([O-:30])(=[O:29])=[O:27])[CH2:12][CH2:13][CH2:14][CH2:15][CH2:16][CH2:17][CH2:18][CH2:19][CH2:20][CH2:21][CH2:22][CH2:23][CH2:24][CH3:25]. (3) Given the reactants [F:1][C:2]1[CH:7]=[CH:6][C:5]([C:8]2([CH2:14][O:15][CH:16]([C:18]3[CH:19]=[C:20]([N:27]([CH3:29])[CH3:28])[CH:21]=[C:22]4[C:26]=3[NH:25][N:24]=[CH:23]4)[CH3:17])[CH2:13][CH2:12][NH:11][CH2:10][CH2:9]2)=[CH:4][CH:3]=1.[C:30]([BH3-])#N.[Na+].C=O, predict the reaction product. The product is: [F:1][C:2]1[CH:7]=[CH:6][C:5]([C:8]2([CH2:14][O:15][CH:16]([C:18]3[CH:19]=[C:20]([N:27]([CH3:28])[CH3:29])[CH:21]=[C:22]4[C:26]=3[NH:25][N:24]=[CH:23]4)[CH3:17])[CH2:13][CH2:12][N:11]([CH3:30])[CH2:10][CH2:9]2)=[CH:4][CH:3]=1.